This data is from Full USPTO retrosynthesis dataset with 1.9M reactions from patents (1976-2016). The task is: Predict the reactants needed to synthesize the given product. (1) The reactants are: [CH2:1]([O:3][C:4]([C:6]1[C:7]([CH2:18][OH:19])=[C:8]2[C:13](Cl)=[C:12]([C:15]#[N:16])[CH:11]=[N:10][N:9]2[CH:17]=1)=[O:5])[CH3:2].[O:20]([C:27]1[CH:33]=[CH:32][C:30]([NH2:31])=[CH:29][CH:28]=1)[C:21]1[CH:26]=[CH:25][CH:24]=[CH:23][CH:22]=1.C(N(CC)CC)C. Given the product [CH2:1]([O:3][C:4]([C:6]1[C:7]([CH2:18][OH:19])=[C:8]2[C:13]([NH:31][C:30]3[CH:29]=[CH:28][C:27]([O:20][C:21]4[CH:26]=[CH:25][CH:24]=[CH:23][CH:22]=4)=[CH:33][CH:32]=3)=[C:12]([C:15]#[N:16])[CH:11]=[N:10][N:9]2[CH:17]=1)=[O:5])[CH3:2], predict the reactants needed to synthesize it. (2) Given the product [C:1]([C:3]1[CH:4]=[C:5]2[N:11]=[C:10]([C:12]([C:14]3[C:22]([CH2:23][CH3:24])=[CH:21][C:20]([CH3:25])=[C:19]4[C:15]=3[CH:16]=[CH:17][N:18]4[C:26]([O:28][C:29]([CH3:32])([CH3:30])[CH3:31])=[O:27])([NH:48][S:45]([CH2:44][CH2:43][Si:42]([CH3:50])([CH3:49])[CH3:41])(=[O:47])=[O:46])[CH3:51])[N:9]([CH2:33][O:34][CH2:35][CH2:36][Si:37]([CH3:38])([CH3:39])[CH3:40])[C:6]2=[N:7][CH:8]=1)#[N:2], predict the reactants needed to synthesize it. The reactants are: [C:1]([C:3]1[CH:4]=[C:5]2[N:11]=[C:10]([C:12]([C:14]3[C:22]([CH2:23][CH3:24])=[CH:21][C:20]([CH3:25])=[C:19]4[C:15]=3[CH:16]=[CH:17][N:18]4[C:26]([O:28][C:29]([CH3:32])([CH3:31])[CH3:30])=[O:27])=O)[N:9]([CH2:33][O:34][CH2:35][CH2:36][Si:37]([CH3:40])([CH3:39])[CH3:38])[C:6]2=[N:7][CH:8]=1)#[N:2].[CH3:41][Si:42]([CH3:50])([CH3:49])[CH2:43][CH2:44][S:45]([NH2:48])(=[O:47])=[O:46].[CH3:51][Mg]I.C1COCC1. (3) Given the product [Br:20][C:9]1[C:5]([C:1]([CH3:4])([CH3:2])[CH3:3])=[N:6][N:7]([C:11]2[C:16]([CH3:17])=[CH:15][CH:14]=[CH:13][C:12]=2[O:18][CH3:19])[C:8]=1[NH2:10], predict the reactants needed to synthesize it. The reactants are: [C:1]([C:5]1[CH:9]=[C:8]([NH2:10])[N:7]([C:11]2[C:16]([CH3:17])=[CH:15][CH:14]=[CH:13][C:12]=2[O:18][CH3:19])[N:6]=1)([CH3:4])([CH3:3])[CH3:2].[Br:20]Br. (4) The reactants are: C[O:2][C:3]([C:5]1[CH2:6][O:7][CH2:8][C:9]=1[N:10]([CH2:19][C:20]1[S:21][C:22]2[CH:28]=[CH:27][CH:26]=[CH:25][C:23]=2[N:24]=1)[C:11](=[O:18])[CH2:12][C:13]([O:15][CH2:16][CH3:17])=[O:14])=O.[H-].[Na+]. Given the product [S:21]1[C:22]2[CH:28]=[CH:27][CH:26]=[CH:25][C:23]=2[N:24]=[C:20]1[CH2:19][N:10]1[C:11](=[O:18])[C:12]([C:13]([O:15][CH2:16][CH3:17])=[O:14])=[C:3]([OH:2])[C:5]2[CH2:6][O:7][CH2:8][C:9]1=2, predict the reactants needed to synthesize it. (5) Given the product [Br:20][C:9]1[CH:10]=[C:11]2[C:6](=[CH:7][CH:8]=1)[NH:5][C:4](=[O:12])[C:3]2([CH2:1][CH3:2])[CH2:13][CH3:14], predict the reactants needed to synthesize it. The reactants are: [CH2:1]([C:3]1([CH2:13][CH3:14])[C:11]2[C:6](=[CH:7][CH:8]=[CH:9][CH:10]=2)[NH:5][C:4]1=[O:12])[CH3:2].C([O-])(=O)C.[Na+].[Br:20]Br. (6) Given the product [CH3:1][N:25]([C:21]1[CH:22]=[CH:23][CH:24]=[C:19]([B:14]2[O:13][C:12]([CH3:30])([CH3:11])[C:16]([CH3:17])([CH3:18])[O:15]2)[CH:20]=1)[S:26]([CH3:29])(=[O:28])=[O:27], predict the reactants needed to synthesize it. The reactants are: [C:1](=O)([O-])[O-].[K+].[K+].CC(C)=O.[CH3:11][C:12]1([CH3:30])[C:16]([CH3:18])([CH3:17])[O:15][B:14]([C:19]2[CH:20]=[C:21]([NH:25][S:26]([CH3:29])(=[O:28])=[O:27])[CH:22]=[CH:23][CH:24]=2)[O:13]1.CI. (7) Given the product [CH3:2][O:3][C:4]([NH:6][C@@H:7]([CH:11]1[CH2:16][CH2:15][CH:14]([C@@H:17]([C:22]([CH3:25])([CH3:24])[CH3:23])[O:18][SiH:19]([CH3:21])[CH3:20])[CH2:13][CH2:12]1)[CH2:8][CH:9]=[CH2:10])=[O:5], predict the reactants needed to synthesize it. The reactants are: N.[CH3:2][O:3][C:4]([N:6](CC1C=CC=CC=1)[C@@H:7]([CH:11]1[CH2:16][CH2:15][CH:14]([C@@H:17]([C:22]([CH3:25])([CH3:24])[CH3:23])[O:18][SiH:19]([CH3:21])[CH3:20])[CH2:13][CH2:12]1)[CH2:8][CH:9]=[CH2:10])=[O:5].[Na]. (8) Given the product [OH:6][C:7]1[C:24]([OH:25])=[CH:23][C:10]2[S:11][C:12]([C:15]([N:17]3[CH2:22][CH2:21][O:20][CH2:19][CH2:18]3)=[O:16])=[C:13]([CH3:14])[C:9]=2[C:8]=1[C:27]#[N:28], predict the reactants needed to synthesize it. The reactants are: B(Br)(Br)Br.C[O:6][C:7]1[C:24]([O:25]C)=[CH:23][C:10]2[S:11][C:12]([C:15]([N:17]3[CH2:22][CH2:21][O:20][CH2:19][CH2:18]3)=[O:16])=[C:13]([CH3:14])[C:9]=2[C:8]=1[C:27]#[N:28].CO. (9) Given the product [CH:35]1([CH2:40][CH2:41][C:42]([C:2]2[CH:22]=[C:21]([CH3:23])[CH:20]=[CH:19][C:3]=2[O:4][C:5]2[C:14]3[C:9](=[CH:10][C:11]([O:17][CH3:18])=[C:12]([O:15][CH3:16])[CH:13]=3)[N:8]=[CH:7][CH:6]=2)=[O:43])[CH2:39][CH2:38][CH2:37][CH2:36]1, predict the reactants needed to synthesize it. The reactants are: Br[C:2]1[CH:22]=[C:21]([CH3:23])[CH:20]=[CH:19][C:3]=1[O:4][C:5]1[C:14]2[C:9](=[CH:10][C:11]([O:17][CH3:18])=[C:12]([O:15][CH3:16])[CH:13]=2)[N:8]=[CH:7][CH:6]=1.C([Li])CCC.CCCCCC.[CH:35]1([CH2:40][CH2:41][C:42](Cl)=[O:43])[CH2:39][CH2:38][CH2:37][CH2:36]1.O.